Dataset: Forward reaction prediction with 1.9M reactions from USPTO patents (1976-2016). Task: Predict the product of the given reaction. (1) Given the reactants [OH:1][C@H:2]1[CH2:6][CH2:5][N:4]([CH2:7][C@@H:8]([N:20](C)[C:21](=O)OCC2C=CC=CC=2)[C:9]2[CH:14]=[CH:13][CH:12]=[C:11]([C:15]3[NH:16][CH:17]=[CH:18][N:19]=3)[CH:10]=2)[CH2:3]1, predict the reaction product. The product is: [NH:16]1[CH:17]=[CH:18][N:19]=[C:15]1[C:11]1[CH:10]=[C:9]([C@H:8]([NH:20][CH3:21])[CH2:7][N:4]2[CH2:5][CH2:6][C@H:2]([OH:1])[CH2:3]2)[CH:14]=[CH:13][CH:12]=1. (2) Given the reactants NC1C=[CH:6][C:5]([OH:8])=CC=1[N+]([O-])=O.[OH:12][CH2:13]CN1CCOCC1.C1(P(C2C=CC=CC=2)C2C=CC=CC=2)C=CC=CC=1.[N:40]([C:47]([O:49][CH2:50][CH3:51])=[O:48])=[N:41]C(OCC)=O, predict the reaction product. The product is: [N:40]([C:13]([O:8][CH2:5][CH3:6])=[O:12])([C:47]([O:49][CH2:50][CH3:51])=[O:48])[NH2:41]. (3) Given the reactants Br[C:2]1[CH:3]=[CH:4][C:5]([N+:8]([O-:10])=[O:9])=[N:6][CH:7]=1.[CH3:11][NH2:12], predict the reaction product. The product is: [CH3:11][NH:12][C:2]1[CH:3]=[CH:4][C:5]([N+:8]([O-:10])=[O:9])=[N:6][CH:7]=1.